From a dataset of Forward reaction prediction with 1.9M reactions from USPTO patents (1976-2016). Predict the product of the given reaction. (1) Given the reactants [CH3:1][C:2]1([CH3:19])[CH2:6][O:5][C:4]2[CH:7]=[C:8]([CH3:18])[C:9]([C:11]3[N:12]=[CH:13][C:14]([NH2:17])=[N:15][CH:16]=3)=[CH:10][C:3]1=2.[Cl:20][C:21]1[CH:29]=[CH:28][CH:27]=[CH:26][C:22]=1[C:23](Cl)=[O:24], predict the reaction product. The product is: [Cl:20][C:21]1[CH:29]=[CH:28][CH:27]=[CH:26][C:22]=1[C:23]([NH:17][C:14]1[CH:13]=[N:12][C:11]([C:9]2[C:8]([CH3:18])=[CH:7][C:4]3[O:5][CH2:6][C:2]([CH3:19])([CH3:1])[C:3]=3[CH:10]=2)=[CH:16][N:15]=1)=[O:24]. (2) Given the reactants [Cl:1][C:2]1[C:9]([F:10])=[CH:8][CH:7]=[C:6]([F:11])[C:3]=1[CH:4]=O.Cl.[NH2:13][OH:14].C([O-])(=O)C.[Na+], predict the reaction product. The product is: [Cl:1][C:2]1[C:9]([F:10])=[CH:8][CH:7]=[C:6]([F:11])[C:3]=1[CH:4]=[N:13][OH:14]. (3) The product is: [Cl:1][C:2]1[N:3]=[C:4]([N:15]2[CH2:20][CH2:19][O:18][CH2:17][C@@H:16]2[CH3:21])[C:5]2[CH2:12][CH2:11][N:9]([CH3:10])[CH2:8][C:6]=2[N:7]=1. Given the reactants [Cl:1][C:2]1[N:3]=[C:4]([N:15]2[CH2:20][CH2:19][O:18][CH2:17][C@@H:16]2[CH3:21])[C:5]2[CH2:10][N:9]([CH2:11][CH:12]3CC3)[CH2:8][C:6]=2[N:7]=1.C=O.Cl.ClC1N=C(N2CCOC[C@@H]2C)C2CCNCC=2N=1, predict the reaction product. (4) Given the reactants [CH2:1]([O:3][C:4](=[O:15])[C:5]([CH2:13][CH3:14])([CH2:11][CH3:12])[C:6]([O:8]CC)=[O:7])[CH3:2].[OH-].[K+], predict the reaction product. The product is: [CH2:1]([O:3][C:4]([C:5]([CH2:11][CH3:12])([CH2:13][CH3:14])[C:6]([OH:8])=[O:7])=[O:15])[CH3:2]. (5) Given the reactants [NH2:1][C:2]1[S:3][C:4]([C:7]([CH3:10])([CH3:9])[CH3:8])=[N:5][N:6]=1.[C:11]([NH:14][C:15]1[CH:24]=[CH:23][C:18]([S:19](Cl)(=[O:21])=[O:20])=[CH:17][CH:16]=1)(=[O:13])[CH3:12].Cl, predict the reaction product. The product is: [C:7]([C:4]1[S:3][C:2]([NH:1][S:19]([C:18]2[CH:17]=[CH:16][C:15]([NH:14][C:11](=[O:13])[CH3:12])=[CH:24][CH:23]=2)(=[O:21])=[O:20])=[N:6][N:5]=1)([CH3:10])([CH3:9])[CH3:8]. (6) Given the reactants [CH3:1][O:2][C:3]1[CH:8]=[CH:7][C:6]([OH:9])=[CH:5][CH:4]=1.Cl[C:11]1[C:20]2[C:15](=[C:16]([CH3:21])[CH:17]=[CH:18][CH:19]=2)[CH:14]=[C:13]([NH:22][C:23]2[CH:27]=[C:26]([CH3:28])[NH:25][N:24]=2)[N:12]=1, predict the reaction product. The product is: [CH3:21][C:16]1[CH:17]=[CH:18][CH:19]=[C:20]2[C:15]=1[CH:14]=[C:13]([NH:22][C:23]1[CH:27]=[C:26]([CH3:28])[NH:25][N:24]=1)[N:12]=[C:11]2[O:9][C:6]1[CH:7]=[CH:8][C:3]([O:2][CH3:1])=[CH:4][CH:5]=1.